Dataset: Reaction yield outcomes from USPTO patents with 853,638 reactions. Task: Predict the reaction yield, written as a fraction of the theoretical maximum amount of product (1.0 means a 100% yield; for example, 0.34 means a 34% yield). The reactants are [Cl:1][C:2]1[N:7]=[CH:6][C:5]2[CH:8]=[N:9][NH:10][C:4]=2[CH:3]=1.[I:11]I.[OH-].[K+]. The catalyst is CN(C=O)C. The product is [Cl:1][C:2]1[N:7]=[CH:6][C:5]2[C:8]([I:11])=[N:9][NH:10][C:4]=2[CH:3]=1. The yield is 0.590.